From a dataset of NCI-60 drug combinations with 297,098 pairs across 59 cell lines. Regression. Given two drug SMILES strings and cell line genomic features, predict the synergy score measuring deviation from expected non-interaction effect. (1) Drug 2: CC1C(C(CC(O1)OC2CC(OC(C2O)C)OC3=CC4=CC5=C(C(=O)C(C(C5)C(C(=O)C(C(C)O)O)OC)OC6CC(C(C(O6)C)O)OC7CC(C(C(O7)C)O)OC8CC(C(C(O8)C)O)(C)O)C(=C4C(=C3C)O)O)O)O. Synergy scores: CSS=16.8, Synergy_ZIP=3.84, Synergy_Bliss=0.330, Synergy_Loewe=-51.6, Synergy_HSA=-6.87. Drug 1: CS(=O)(=O)CCNCC1=CC=C(O1)C2=CC3=C(C=C2)N=CN=C3NC4=CC(=C(C=C4)OCC5=CC(=CC=C5)F)Cl. Cell line: RPMI-8226. (2) Drug 1: C1CN1C2=NC(=NC(=N2)N3CC3)N4CC4. Drug 2: CC1OCC2C(O1)C(C(C(O2)OC3C4COC(=O)C4C(C5=CC6=C(C=C35)OCO6)C7=CC(=C(C(=C7)OC)O)OC)O)O. Cell line: OVCAR3. Synergy scores: CSS=18.3, Synergy_ZIP=-3.59, Synergy_Bliss=2.00, Synergy_Loewe=-4.06, Synergy_HSA=3.28. (3) Drug 1: CC12CCC(CC1=CCC3C2CCC4(C3CC=C4C5=CN=CC=C5)C)O. Drug 2: C1=CC=C(C=C1)NC(=O)CCCCCCC(=O)NO. Cell line: OVCAR-4. Synergy scores: CSS=28.1, Synergy_ZIP=2.46, Synergy_Bliss=4.07, Synergy_Loewe=-14.2, Synergy_HSA=5.06. (4) Drug 1: C1CC(=O)NC(=O)C1N2CC3=C(C2=O)C=CC=C3N. Drug 2: C1=CC=C(C(=C1)C(C2=CC=C(C=C2)Cl)C(Cl)Cl)Cl. Cell line: MOLT-4. Synergy scores: CSS=-2.65, Synergy_ZIP=1.78, Synergy_Bliss=-10.4, Synergy_Loewe=-14.5, Synergy_HSA=-14.4. (5) Drug 1: CC(C1=C(C=CC(=C1Cl)F)Cl)OC2=C(N=CC(=C2)C3=CN(N=C3)C4CCNCC4)N. Drug 2: N.N.Cl[Pt+2]Cl. Cell line: SK-MEL-5. Synergy scores: CSS=-5.76, Synergy_ZIP=4.10, Synergy_Bliss=5.49, Synergy_Loewe=-1.20, Synergy_HSA=-0.332. (6) Drug 1: C1=CN(C(=O)N=C1N)C2C(C(C(O2)CO)O)O.Cl. Drug 2: C1C(C(OC1N2C=NC3=C2NC=NCC3O)CO)O. Cell line: KM12. Synergy scores: CSS=32.2, Synergy_ZIP=-9.22, Synergy_Bliss=-0.294, Synergy_Loewe=-12.5, Synergy_HSA=-1.15. (7) Drug 1: CN1CCC(CC1)COC2=C(C=C3C(=C2)N=CN=C3NC4=C(C=C(C=C4)Br)F)OC. Drug 2: C1=CC=C(C(=C1)C(C2=CC=C(C=C2)Cl)C(Cl)Cl)Cl. Cell line: TK-10. Synergy scores: CSS=14.4, Synergy_ZIP=1.97, Synergy_Bliss=4.99, Synergy_Loewe=-8.42, Synergy_HSA=5.21.